This data is from Forward reaction prediction with 1.9M reactions from USPTO patents (1976-2016). The task is: Predict the product of the given reaction. (1) Given the reactants C(OC(=O)[NH:7][C:8]1[CH:13]=[C:12]([C:14]([F:17])([F:16])[F:15])[CH:11]=[CH:10][C:9]=1[C:18]1[CH:23]=[C:22]([O:24][C:25]2[CH:26]=[CH:27][CH:28]=[C:29]3[C:34]=2[N:33]=[C:32]([NH2:35])[CH:31]=[CH:30]3)[N:21]=[CH:20][N:19]=1)(C)(C)C.Cl, predict the reaction product. The product is: [NH2:7][C:8]1[CH:13]=[C:12]([C:14]([F:16])([F:17])[F:15])[CH:11]=[CH:10][C:9]=1[C:18]1[N:19]=[CH:20][N:21]=[C:22]([O:24][C:25]2[CH:26]=[CH:27][CH:28]=[C:29]3[C:34]=2[N:33]=[C:32]([NH2:35])[CH:31]=[CH:30]3)[CH:23]=1. (2) The product is: [C:65]([C:64]1[C:54]([N:51]2[CH2:50][CH2:49][CH:48]([S:45]([NH:44][C:10](=[O:12])[CH2:9][C:6]3[CH:5]=[CH:4][C:3]([O:2][CH3:1])=[CH:8][CH:7]=3)(=[O:46])=[O:47])[CH2:53][CH2:52]2)=[N:55][C:56]([CH3:67])=[C:57]([CH:63]=1)[C:58]([O:60][CH2:61][CH3:62])=[O:59])#[N:66]. Given the reactants [CH3:1][O:2][C:3]1[CH:8]=[CH:7][C:6]([CH2:9][C:10]([OH:12])=O)=[CH:5][CH:4]=1.CN(C(ON1N=NC2C=CC=CC1=2)=[N+](C)C)C.[B-](F)(F)(F)F.CCN(C(C)C)C(C)C.[NH2:44][S:45]([CH:48]1[CH2:53][CH2:52][N:51]([C:54]2[C:64]([C:65]#[N:66])=[CH:63][C:57]([C:58]([O:60][CH2:61][CH3:62])=[O:59])=[C:56]([CH3:67])[N:55]=2)[CH2:50][CH2:49]1)(=[O:47])=[O:46].C([O-])(O)=O.[Na+], predict the reaction product.